The task is: Binary Classification. Given a drug SMILES string, predict its activity (active/inactive) in a high-throughput screening assay against a specified biological target.. This data is from HIV replication inhibition screening data with 41,000+ compounds from the AIDS Antiviral Screen. (1) The compound is O=C(O)CSc1cc2c3ccccc3sc2c2ccccc12. The result is 0 (inactive). (2) The compound is BrC1=CC2C(C3C=CC2(Br)C32OCCO2)C12OCCO2. The result is 0 (inactive). (3) The compound is O=c1c2nn3c(=O)n(-c4ccccc4)c(=O)c3nn2c(=O)n1-c1ccccc1. The result is 0 (inactive). (4) The molecule is O=C(Nc1ccc(C2=NCCN2)cc1)C1CCC(C(=O)Nc2ccc(C3=NCCN3)cc2)CC1. The result is 0 (inactive). (5) The compound is Nc1ccc(C(=O)O)c2[nH]c3ccccc3c(=O)c12. The result is 0 (inactive). (6) The drug is O=c1[nH]c(=O)n(COCc2ccccc2)c2ccc([N+](=O)[O-])cc12. The result is 0 (inactive). (7) The molecule is Cc1ccc(S(=O)(=O)C2CC2(Cl)Cl)cc1. The result is 0 (inactive). (8) The result is 0 (inactive). The drug is O=C(O)C1(C(=O)O)CC1. (9) The molecule is O=C(CC(NC(=O)C(F)(F)F)C(=O)O)OCc1ccccc1. The result is 0 (inactive). (10) The drug is CSc1nc(O)c2[nH]c(=N)n(C3OCC(O)C(O)C3O)c2n1. The result is 0 (inactive).